From a dataset of Forward reaction prediction with 1.9M reactions from USPTO patents (1976-2016). Predict the product of the given reaction. (1) Given the reactants Cl[C:2]1[N:3]=[CH:4][C:5]2[C:10]([C:11]([C:13]3[CH:20]=[CH:19][C:16]([C:17]#[N:18])=[C:15](F)[CH:14]=3)=[O:12])=[CH:9][N:8]([C:22]([CH3:32])([CH3:31])[CH2:23][O:24][CH:25]3[CH2:30][CH2:29][CH2:28][CH2:27][O:26]3)[C:6]=2[N:7]=1.[CH3:33][O:34][C:35]1[CH:42]=[CH:41][C:38]([CH2:39][NH2:40])=[CH:37][CH:36]=1, predict the reaction product. The product is: [CH3:31][C:22]([N:8]1[C:6]2[N:7]=[C:2]([NH:40][CH2:39][C:38]3[CH:41]=[CH:42][C:35]([O:34][CH3:33])=[CH:36][CH:37]=3)[N:3]=[CH:4][C:5]=2[C:10]([C:11]([C:13]2[CH:20]=[CH:19][C:16]([C:17]#[N:18])=[C:15]([NH:40][CH2:39][C:38]3[CH:41]=[CH:42][C:35]([O:34][CH3:33])=[CH:36][CH:37]=3)[CH:14]=2)=[O:12])=[CH:9]1)([CH3:32])[CH2:23][O:24][CH:25]1[CH2:30][CH2:29][CH2:28][CH2:27][O:26]1. (2) Given the reactants [CH3:1][C:2]1[CH:3]=[C:4]([C:24](O)=[O:25])[CH:5]=[C:6]2[C:10]=1[C:9](=[O:11])[N:8]([CH2:12][C:13]1[CH:18]=[CH:17][C:16]([O:19][C:20]([F:23])([F:22])[F:21])=[CH:15][CH:14]=1)[CH2:7]2.CCN=C=NCCCN(C)C.C1C=CC2N(O)N=NC=2C=1.[Cl:48][CH2:49][C:50]([NH:52]O)=[NH:51], predict the reaction product. The product is: [Cl:48][CH2:49][C:50]1[N:52]=[C:24]([C:4]2[CH:5]=[C:6]3[C:10](=[C:2]([CH3:1])[CH:3]=2)[C:9](=[O:11])[N:8]([CH2:12][C:13]2[CH:18]=[CH:17][C:16]([O:19][C:20]([F:23])([F:21])[F:22])=[CH:15][CH:14]=2)[CH2:7]3)[O:25][N:51]=1. (3) Given the reactants [Br:1][C:2]1[CH:3]=[C:4]([NH2:13])[C:5]([NH:8][C:9]([CH3:12])([CH3:11])[CH3:10])=[CH:6][CH:7]=1.[CH:14]([C:16]1[CH:23]=[CH:22][CH:21]=[CH:20][C:17]=1[C:18]#[N:19])=O.OOS([O-])=O.[K+].C([O-])([O-])=O.[K+].[K+], predict the reaction product. The product is: [Br:1][C:2]1[CH:7]=[CH:6][C:5]2[N:8]([C:9]([CH3:10])([CH3:12])[CH3:11])[C:14]([C:16]3[CH:23]=[CH:22][CH:21]=[CH:20][C:17]=3[C:18]#[N:19])=[N:13][C:4]=2[CH:3]=1. (4) Given the reactants [CH3:1][C:2]1[C:6]2[C:7](=[O:20])[N:8]([CH2:12][CH2:13][N:14]3[CH2:19][CH2:18][CH2:17][CH2:16][CH2:15]3)[CH2:9][CH2:10][CH2:11][C:5]=2[NH:4][C:3]=1[CH:21]=O.[F:23][C:24]1[CH:25]=[C:26]2[C:30](=[CH:31][C:32]=1[NH:33][CH2:34][C:35]1[CH:40]=[CH:39][C:38]([F:41])=[CH:37][CH:36]=1)[NH:29][C:28](=[O:42])[CH2:27]2, predict the reaction product. The product is: [F:23][C:24]1[CH:25]=[C:26]2[C:30](=[CH:31][C:32]=1[NH:33][CH2:34][C:35]1[CH:40]=[CH:39][C:38]([F:41])=[CH:37][CH:36]=1)[NH:29][C:28](=[O:42])[C:27]2=[CH:21][C:3]1[NH:4][C:5]2[CH2:11][CH2:10][CH2:9][N:8]([CH2:12][CH2:13][N:14]3[CH2:19][CH2:18][CH2:17][CH2:16][CH2:15]3)[C:7](=[O:20])[C:6]=2[C:2]=1[CH3:1].